From a dataset of Full USPTO retrosynthesis dataset with 1.9M reactions from patents (1976-2016). Predict the reactants needed to synthesize the given product. (1) The reactants are: [N:1]1[CH:6]=[CH:5][C:4]([CH2:7][CH2:8][NH2:9])=[CH:3][CH:2]=1.[Cl:10][C:11]1[CH:16]=[CH:15][N:14]=[C:13]2[CH:17]=[C:18]([C:20]([O-])=[O:21])[S:19][C:12]=12.[Li+]. Given the product [N:1]1[CH:6]=[CH:5][C:4]([CH2:7][CH2:8][NH:9][C:20]([C:18]2[S:19][C:12]3[C:13](=[N:14][CH:15]=[CH:16][C:11]=3[Cl:10])[CH:17]=2)=[O:21])=[CH:3][CH:2]=1, predict the reactants needed to synthesize it. (2) Given the product [C:4]([C:3]1[CH:6]=[C:7]([O:10][CH3:11])[CH:8]=[CH:9][C:2]=1[OH:1])#[N:13], predict the reactants needed to synthesize it. The reactants are: [OH:1][C:2]1[CH:9]=[CH:8][C:7]([O:10][CH3:11])=[CH:6][C:3]=1[CH:4]=O.Cl.[NH2:13]O.C([O-])=O.[Na+]. (3) Given the product [CH:34]1[N:35]=[C:36]([NH2:37])[C:31]2[N:30]=[CH:29][N:28]([C@@H:26]3[O:27][C@H:23]([CH2:22][O:21][P:18]([O:17][P:14]([O:13][CH2:12][C@H:10]4[O:11][C@@H:7]([N:5]5[CH:4]=[C:3]([C:42]([NH2:44])=[O:43])[CH2:2][CH:1]=[CH:6]5)[C@H:8]([OH:41])[C@@H:9]4[OH:40])([OH:16])=[O:15])([OH:20])=[O:19])[C@@H:24]([OH:39])[C@H:25]3[OH:38])[C:32]=2[N:33]=1, predict the reactants needed to synthesize it. The reactants are: [CH:1]1[CH:6]=[N+:5]([C@@H:7]2[O:11][C@H:10]([CH2:12][O:13][P:14]([O:17][P:18]([O:21][CH2:22][C@H:23]3[O:27][C@@H:26]([N:28]4[C:32]5[N:33]=[CH:34][N:35]=[C:36]([NH2:37])[C:31]=5[N:30]=[CH:29]4)[C@H:25]([OH:38])[C@@H:24]3[OH:39])([OH:20])=[O:19])([OH:16])=[O:15])[C@@H:9]([OH:40])[C@H:8]2[OH:41])[CH:4]=[C:3]([C:42]([NH2:44])=[O:43])[CH:2]=1.O=C[C@@H]([C@H]([C@@H]([C@@H](CO)O)O)O)O. (4) Given the product [CH3:15][C:14]([S:16]([CH:19]1[CH2:24][CH2:23][O:22][CH2:21][CH2:20]1)(=[O:17])=[O:18])([CH3:25])[C:13]([NH:12][C:10]1[O:9][N:8]=[C:7]([C:2]([CH3:6])([CH3:1])[C:3]([NH2:47])=[O:4])[CH:11]=1)=[O:26], predict the reactants needed to synthesize it. The reactants are: [CH3:1][C:2]([C:7]1[CH:11]=[C:10]([NH:12][C:13](=[O:26])[C:14]([CH3:25])([S:16]([CH:19]2[CH2:24][CH2:23][O:22][CH2:21][CH2:20]2)(=[O:18])=[O:17])[CH3:15])[O:9][N:8]=1)([CH3:6])[C:3](O)=[O:4].C(OC(OC(C)(C)C)=O)(OC(C)(C)C)=O.C(=O)(O)[O-].[NH4+].[N:47]1C=CC=CC=1. (5) Given the product [Br:1][C:2]1[C:3]([O:12][C@H:29]2[CH2:28][CH2:27][C@@H:26]([CH:37]([CH3:39])[CH3:38])[CH2:31][CH2:30]2)=[N:4][C:5]([CH3:11])=[C:6]([N+:8]([O-:10])=[O:9])[CH:7]=1, predict the reactants needed to synthesize it. The reactants are: [Br:1][C:2]1[C:3]([OH:12])=[N:4][C:5]([CH3:11])=[C:6]([N+:8]([O-:10])=[O:9])[CH:7]=1.[C:26]1(P([C:26]2[CH:31]=[CH:30][CH:29]=[CH:28][CH:27]=2)[C:26]2[CH:31]=[CH:30][CH:29]=[CH:28][CH:27]=2)[CH:31]=[CH:30][CH:29]=[CH:28][CH:27]=1.[N+](C(OC(C)C)=O)(C(O[CH:37]([CH3:39])[CH3:38])=O)=[N-]. (6) Given the product [CH:16]1[CH:17]=[CH:23][C:11]2[N:10]=[CH:9][NH:8][C:13](=[O:14])[C:12]=2[CH:15]=1, predict the reactants needed to synthesize it. The reactants are: C([N:8]1[C:13](=[O:14])[C:12]2[CH:15]=[CH:16][CH:17]=N[C:11]=2[N:10]=[C:9]1C(Br)CC)C1C=CC=CC=1.[CH3:23]C([O-])=O.[Na+].BrBr. (7) The reactants are: [Si]([O:8][C:9]1[CH:10]=[C:11]2[C:16](=[CH:17][CH:18]=1)[CH2:15][CH:14]([C:19]1C=C[C:22]([O:25][CH3:26])=[CH:21][C:20]=1CCN)[CH2:13][CH2:12]2)(C(C)(C)C)(C)C.Cl.[N:31]1([CH2:38][C:39]2[CH:47]=[CH:46][C:42]([C:43](O)=O)=[CH:41][CH:40]=2)[CH2:37][CH2:36][CH2:35][CH2:34][CH2:33][CH2:32]1.[N:48]1(CC2C=C[C:50]([CH2:49][NH:48][CH2:54][CH2:53]C3C=C(OC)C=CC=3C3CCC4C(=CC=C(O[Si](C(C)(C)C)(C)C)C=4)C3)=CC=2)[CH2:54][CH2:53]CC[CH2:50][CH2:49]1. Given the product [N:31]1([CH2:38][C:39]2[CH:47]=[CH:46][C:42]([CH2:43][CH2:53][CH2:54][NH:48][C:49]3[CH:50]=[C:22]([O:25][CH3:26])[CH:21]=[CH:20][C:19]=3[CH:14]3[CH2:13][CH2:12][C:11]4[CH:10]=[C:9]([OH:8])[CH:18]=[CH:17][C:16]=4[CH2:15]3)=[CH:41][CH:40]=2)[CH2:37][CH2:36][CH2:35][CH2:34][CH2:33][CH2:32]1, predict the reactants needed to synthesize it. (8) Given the product [CH2:18]([C:6]1[CH:5]=[C:4]([CH:17]=[CH:16][C:7]=1[O:8][CH2:9][C:10]1[CH:15]=[CH:14][CH:13]=[CH:12][N:11]=1)[NH2:1])[CH3:19], predict the reactants needed to synthesize it. The reactants are: [N+:1]([C:4]1[CH:17]=[CH:16][C:7]([O:8][CH2:9][C:10]2[CH:15]=[CH:14][CH:13]=[CH:12][N:11]=2)=[C:6]([CH:18]=[CH2:19])[CH:5]=1)([O-])=O.[H][H].